Dataset: Full USPTO retrosynthesis dataset with 1.9M reactions from patents (1976-2016). Task: Predict the reactants needed to synthesize the given product. (1) Given the product [F:77][C:71]1[C:72]([F:76])=[CH:73][CH:74]=[CH:75][C:70]=1[CH2:69][S:68][C:62]1[N:61]=[C:60]([NH:1][S:2]([N:5]2[CH2:11][CH2:10][CH2:9][N:8]([C:12]([O:14][C:15]([CH3:18])([CH3:17])[CH3:16])=[O:13])[CH2:7][CH2:6]2)(=[O:3])=[O:4])[CH:65]=[C:64]([O:66][CH3:67])[N:63]=1, predict the reactants needed to synthesize it. The reactants are: [NH2:1][S:2]([N:5]1[CH2:11][CH2:10][CH2:9][N:8]([C:12]([O:14][C:15]([CH3:18])([CH3:17])[CH3:16])=[O:13])[CH2:7][CH2:6]1)(=[O:4])=[O:3].C1(P(C2CCCCC2)C2C=CC=CC=2C2C(C(C)C)=CC(C(C)C)=CC=2C(C)C)CCCCC1.C(=O)([O-])[O-].[Cs+].[Cs+].Cl[C:60]1[CH:65]=[C:64]([O:66][CH3:67])[N:63]=[C:62]([S:68][CH2:69][C:70]2[CH:75]=[CH:74][CH:73]=[C:72]([F:76])[C:71]=2[F:77])[N:61]=1.[Cl-].[NH4+]. (2) Given the product [Br:1][C:2]1[CH:3]=[C:4]2[C:9](=[CH:10][CH:11]=1)[NH:8][C:7](=[O:12])[C:6]([CH2:25][C:27]1[CH:28]=[N:29][CH:30]=[N:31][CH:32]=1)=[C:5]2[OH:13], predict the reactants needed to synthesize it. The reactants are: [Br:1][C:2]1[CH:3]=[C:4]2[C:9](=[CH:10][CH:11]=1)[NH:8][C:7](=[O:12])[CH:6]=[C:5]2[OH:13].ClC1C2C(=CC=C([CH:25]([C:27]3[N:31]([CH3:32])[C:30](C)=[N:29][CH:28]=3)O)C=2)N=C(OC)C=1CC1C=NC(C(F)(F)F)=CC=1.N1C=C(C=O)C=NC=1.CC1NC(C)=C(C(OCC)=O)CC=1C(OCC)=O. (3) Given the product [CH:9]1([C:13]([C:14](=[CH:1][N:2]([CH3:4])[CH3:3])[C:15]([O:17][CH3:18])=[O:16])=[O:19])[CH2:10][CH2:11][CH2:12]1, predict the reactants needed to synthesize it. The reactants are: [CH3:1][N:2]([CH:4](OC)OC)[CH3:3].[CH:9]1([C:13](=[O:19])[CH2:14][C:15]([O:17][CH3:18])=[O:16])[CH2:12][CH2:11][CH2:10]1. (4) Given the product [Br:1][C:2]1[CH:7]=[CH:6][C:5]([O:8][CH2:20][CH2:21][OH:22])=[C:4]([C:9]([F:10])([F:11])[F:12])[CH:3]=1, predict the reactants needed to synthesize it. The reactants are: [Br:1][C:2]1[CH:7]=[CH:6][C:5]([OH:8])=[C:4]([C:9]([F:12])([F:11])[F:10])[CH:3]=1.C(=O)([O-])[O-].[K+].[K+].Br[CH2:20][CH2:21][OH:22]. (5) Given the product [I:1][C:2]1[CH:3]=[CH:4][CH:5]=[C:6]2[C:10]=1[C:9](=[O:11])[NH:13][C:7]2=[O:8], predict the reactants needed to synthesize it. The reactants are: [I:1][C:2]1[C:10]2[C:9](=[O:11])[O:8][C:7](=O)[C:6]=2[CH:5]=[CH:4][CH:3]=1.[NH2:13]C(N)=O. (6) Given the product [CH3:1][S:2][C:3]1[N:8]=[C:7]([NH:17][CH3:16])[C:6]([C:10]2[CH:15]=[CH:14][CH:13]=[CH:12][CH:11]=2)=[CH:5][N:4]=1, predict the reactants needed to synthesize it. The reactants are: [CH3:1][S:2][C:3]1[N:8]=[C:7](Cl)[C:6]([C:10]2[CH:15]=[CH:14][CH:13]=[CH:12][CH:11]=2)=[CH:5][N:4]=1.[CH3:16][NH2:17].C(Cl)Cl.CO. (7) Given the product [NH:8]1[CH2:15][CH:14]([C:16]([O:18][CH2:19][CH3:20])=[O:17])[CH2:13][CH:12]=[CH:11][CH2:10][CH2:9]1, predict the reactants needed to synthesize it. The reactants are: C(OC([N:8]1[CH2:15][CH:14]([C:16]([O:18][CH2:19][CH3:20])=[O:17])[CH2:13][CH:12]=[CH:11][CH2:10][CH2:9]1)=O)(C)(C)C.Cl.